From a dataset of Peptide-MHC class II binding affinity with 134,281 pairs from IEDB. Regression. Given a peptide amino acid sequence and an MHC pseudo amino acid sequence, predict their binding affinity value. This is MHC class II binding data. (1) The peptide sequence is QDHQEEICEVVLAKS. The MHC is HLA-DQA10201-DQB10202 with pseudo-sequence HLA-DQA10201-DQB10202. The binding affinity (normalized) is 0.365. (2) The peptide sequence is EKKYFAATQFEFLAA. The MHC is HLA-DQA10501-DQB10201 with pseudo-sequence HLA-DQA10501-DQB10201. The binding affinity (normalized) is 0.578. (3) The peptide sequence is RSLWIIFSKNLNIKL. The MHC is HLA-DPA10201-DPB10101 with pseudo-sequence HLA-DPA10201-DPB10101. The binding affinity (normalized) is 0.616. (4) The peptide sequence is YDKFLANVSTVITGK. The MHC is DRB1_0404 with pseudo-sequence DRB1_0404. The binding affinity (normalized) is 0.686. (5) The peptide sequence is VDSIGMLPRFTP. The binding affinity (normalized) is 0. The MHC is DRB1_1501 with pseudo-sequence DRB1_1501. (6) The peptide sequence is TKLDSEIKSWLAFAA. The MHC is HLA-DPA10103-DPB10401 with pseudo-sequence HLA-DPA10103-DPB10401. The binding affinity (normalized) is 0.359. (7) The peptide sequence is IDLNVLLSAAINFFL. The MHC is HLA-DQA10102-DQB10502 with pseudo-sequence HLA-DQA10102-DQB10502. The binding affinity (normalized) is 0.253.